This data is from Peptide-MHC class II binding affinity with 134,281 pairs from IEDB. The task is: Regression. Given a peptide amino acid sequence and an MHC pseudo amino acid sequence, predict their binding affinity value. This is MHC class II binding data. (1) The peptide sequence is KSIIIPFIAYFVLMH. The MHC is HLA-DPA10201-DPB10101 with pseudo-sequence HLA-DPA10201-DPB10101. The binding affinity (normalized) is 0.727. (2) The peptide sequence is QRPLVTIKIGGQLKE. The MHC is HLA-DQA10301-DQB10302 with pseudo-sequence HLA-DQA10301-DQB10302. The binding affinity (normalized) is 0. (3) The peptide sequence is CSNSHVNTLRFLVKN. The MHC is DRB1_0301 with pseudo-sequence DRB1_0301. The binding affinity (normalized) is 0.610. (4) The peptide sequence is AEHQAIVRDVLAASD. The MHC is HLA-DPA10301-DPB10402 with pseudo-sequence HLA-DPA10301-DPB10402. The binding affinity (normalized) is 0. (5) The peptide sequence is DKFTVFEAAFNDAIK. The MHC is DRB1_1302 with pseudo-sequence DRB1_1302. The binding affinity (normalized) is 0.502. (6) The MHC is DRB3_0202 with pseudo-sequence DRB3_0202. The binding affinity (normalized) is 0.259. The peptide sequence is GELQIVDKIDAALKI.